Dataset: Reaction yield outcomes from USPTO patents with 853,638 reactions. Task: Predict the reaction yield, written as a fraction of the theoretical maximum amount of product (1.0 means a 100% yield; for example, 0.34 means a 34% yield). (1) The reactants are [C:1]([CH:5]1[CH2:13][C:12]2[C:7](=[CH:8][C:9]([N+:14]([O-:16])=[O:15])=[CH:10][CH:11]=2)[NH:6]1)([CH3:4])([CH3:3])[CH3:2].C(C1C(=O)C(Cl)=C(Cl)C(=O)C=1C#N)#N. The catalyst is O1CCOCC1. The product is [C:1]([C:5]1[NH:6][C:7]2[C:12]([CH:13]=1)=[CH:11][CH:10]=[C:9]([N+:14]([O-:16])=[O:15])[CH:8]=2)([CH3:4])([CH3:2])[CH3:3]. The yield is 0.800. (2) The reactants are Cl[C:2]1[CH:3]=C(C(N[C@@H](CC2C=CC(C3N=C4C(C)=CC=CN4C=3)=CC=2)CCC(O)=O)=O)[CH:5]=[CH:6][C:7]=1[O:8][CH:9]([CH3:11])[CH3:10].C([N:40]([CH2:43]C)CC)C.Cl[C:46]([O:48][CH2:49][CH3:50])=O.C1C[O:54]CC1. No catalyst specified. The product is [C:43]([C:2]1[CH:3]=[C:50]([CH:5]=[CH:6][C:7]=1[O:8][CH:9]([CH3:10])[CH3:11])[C:49]([O:48][CH3:46])=[O:54])#[N:40]. The yield is 0.900. (3) The reactants are C(OC([CH:8]1[CH:12]2[CH2:13][N:14]([CH2:16][C:17]3[CH:22]=[CH:21][C:20]([O:23][C:24]4[S:25][C:26]5[CH:32]=[CH:31][CH:30]=[CH:29][C:27]=5[N:28]=4)=[CH:19][CH:18]=3)[CH2:15][CH:11]2[CH2:10][N:9]1[S:33]([NH2:36])(=[O:35])=[O:34])=O)(C)(C)C.FC(F)(F)C(O)=O. The catalyst is C(Cl)Cl.CO.CS(C)=O. The product is [S:25]1[C:26]2[CH:32]=[CH:31][CH:30]=[CH:29][C:27]=2[N:28]=[C:24]1[O:23][C:20]1[CH:19]=[CH:18][C:17]([CH2:16][N:14]2[CH2:15][CH:11]3[CH2:10][N:9]([S:33]([NH2:36])(=[O:34])=[O:35])[CH2:8][CH:12]3[CH2:13]2)=[CH:22][CH:21]=1. The yield is 0.700. (4) No catalyst specified. The product is [CH3:51][N:7]1[C:8](=[O:9])[CH:10]2[CH:14]([CH2:13][CH:12]([O:33][C:34](=[O:50])[NH:35][C:36]3[CH:41]=[C:40]([CH3:42])[CH:39]=[CH:38][C:37]=3[C:43]3[S:44][CH:45]=[C:46]([CH2:52][CH3:53])[N:47]=3)[CH2:11]2)[C:15](=[O:32])[NH:16][C:17]2([C:22]([NH:24][S:25]([C:28]3([CH3:31])[CH2:30][CH2:29]3)(=[O:26])=[O:27])=[O:23])[CH:19]([CH2:18]2)[CH:6]=[CH:5][CH2:4][CH2:3][CH2:2][CH2:1]1. The reactants are [CH2:1]([N:7]([CH3:51])[C:8]([CH:10]1[CH:14]([C:15](=[O:32])[NH:16][C:17]2([C:22]([NH:24][S:25]([C:28]3([CH3:31])[CH2:30][CH2:29]3)(=[O:27])=[O:26])=[O:23])[CH2:19][CH:18]2C=C)[CH2:13][CH:12]([O:33][C:34](=[O:50])[NH:35][C:36]2[CH:41]=[C:40]([CH3:42])[CH:39]=[CH:38][C:37]=2[C:43]2[S:44][C:45](CC)=[CH:46][N:47]=2)[CH2:11]1)=[O:9])[CH2:2][CH2:3][CH2:4][CH:5]=[CH2:6].[CH:52]1(S(O)(=O)=O)C[CH2:53]1. The yield is 0.100. (5) The reactants are [F:1][C:2]1[CH:7]=[C:6](F)[CH:5]=[C:4]([F:9])[C:3]=1[N+:10]([O-:12])=[O:11].C(=O)([O-])[O-].[K+].[K+].[NH:19]1[CH2:24][CH2:23][O:22][CH2:21][CH2:20]1. The catalyst is CS(C)=O. The product is [F:1][C:2]1[CH:7]=[C:6]([N:19]2[CH2:24][CH2:23][O:22][CH2:21][CH2:20]2)[CH:5]=[C:4]([F:9])[C:3]=1[N+:10]([O-:12])=[O:11]. The yield is 0.370.